This data is from Full USPTO retrosynthesis dataset with 1.9M reactions from patents (1976-2016). The task is: Predict the reactants needed to synthesize the given product. (1) Given the product [CH3:11][O:12][C:13](=[O:21])[C:14]1[CH:19]=[CH:18][C:17]([O:20][C:2]2[CH:3]=[C:4]([CH3:10])[C:5]([CH:8]=[O:9])=[CH:6][N:7]=2)=[CH:16][CH:15]=1, predict the reactants needed to synthesize it. The reactants are: Br[C:2]1[N:7]=[CH:6][C:5]([CH:8]=[O:9])=[C:4]([CH3:10])[CH:3]=1.[CH3:11][O:12][C:13](=[O:21])[C:14]1[CH:19]=[CH:18][C:17]([OH:20])=[CH:16][CH:15]=1.C([O-])([O-])=O.[K+].[K+]. (2) Given the product [CH:23]([N:26]([CH:40]([CH3:42])[CH3:41])[CH2:27][CH2:28][O:29][C:30]1[CH:38]=[CH:37][C:33]([CH2:34][N:55]([CH2:54][CH3:53])[C:56]2[CH:61]=[C:60]([O:62][CH3:63])[CH:59]=[CH:58][C:57]=2[CH:64]2[CH2:73][CH2:72][C:71]3[C:66](=[CH:67][CH:68]=[C:69]([O:74][CH3:75])[CH:70]=3)[CH2:65]2)=[CH:32][C:31]=1[F:39])([CH3:25])[CH3:24], predict the reactants needed to synthesize it. The reactants are: COC1C=CC(C2CCC3C(=CC=C(OC)C=3)C2)=C(N)C=1.Cl.[CH:23]([N:26]([CH:40]([CH3:42])[CH3:41])[CH2:27][CH2:28][O:29][C:30]1[CH:38]=[CH:37][C:33]([C:34](O)=O)=[CH:32][C:31]=1[F:39])([CH3:25])[CH3:24].C(N(C(C)C)CCOC1C=C[C:53]([CH2:54][NH:55][C:56]2[CH:61]=[C:60]([O:62][CH3:63])[CH:59]=[CH:58][C:57]=2[CH:64]2[CH2:73][CH2:72][C:71]3[C:66](=[CH:67][CH:68]=[C:69]([O:74][CH3:75])[CH:70]=3)[CH2:65]2)=CC=1F)(C)C. (3) Given the product [Cl:28][C:12]1[CH:11]=[C:10]([N:9]2[C:4](=[O:3])[NH:5][C:6](=[O:31])[C:7]([C:29]#[N:30])=[N:8]2)[CH:15]=[C:14]([Cl:16])[C:13]=1[CH2:17][C:18]1[CH:23]=[C:22]([CH:24]([CH3:26])[CH3:25])[C:21](=[O:27])[NH:20][N:19]=1, predict the reactants needed to synthesize it. The reactants are: C([O:3][C:4](=O)[NH:5][C:6](=[O:31])[C:7]([C:29]#[N:30])=[N:8][NH:9][C:10]1[CH:15]=[C:14]([Cl:16])[C:13]([CH2:17][C:18]2[CH:23]=[C:22]([CH:24]([CH3:26])[CH3:25])[C:21](=[O:27])[NH:20][N:19]=2)=[C:12]([Cl:28])[CH:11]=1)C.C(CC(NC(OCC)=O)=O)#N. (4) Given the product [CH2:1]([O:3][NH:11][CH2:10][C:15]1[CH:19]=[CH:18][C:17]2[C:17](=[CH:18][CH:19]=[CH:15][CH:16]=2)[CH:16]=1)[CH3:2], predict the reactants needed to synthesize it. The reactants are: [CH2:1]([O:3]N)[CH3:2].Cl.C(Cl)Cl.[BH3-][C:10]#[N:11].[Na+].Cl.N1[CH:19]=[CH:18][CH:17]=[CH:16][CH:15]=1. (5) Given the product [F:10][C:9]([F:12])([F:11])[C:5]1[CH:6]=[C:15]([C@H:14]([OH:18])[CH2:16][OH:13])[CH:1]=[CH:3][CH:4]=1, predict the reactants needed to synthesize it. The reactants are: [CH:1]([C:3]1C=C[CH:6]=[C:5]([C:9]([F:12])([F:11])[F:10])[CH:4]=1)=C.[OH2:13].[C:14]([OH:18])(C)([CH3:16])[CH3:15]. (6) The reactants are: [F:1][C:2]1[CH:7]=[CH:6][C:5]([CH:8]2[N:12]([S:13]([C:16]3[CH:21]=[CH:20][C:19]([CH3:22])=[CH:18][CH:17]=3)(=[O:15])=[O:14])[CH:11]([CH2:23][CH2:24][C:25]([NH:27][NH2:28])=[O:26])[CH2:10][CH2:9]2)=[CH:4][CH:3]=1.[C:29](OCC)(OCC)(OCC)[CH3:30]. Given the product [F:1][C:2]1[CH:7]=[CH:6][C:5]([CH:8]2[N:12]([S:13]([C:16]3[CH:21]=[CH:20][C:19]([CH3:22])=[CH:18][CH:17]=3)(=[O:14])=[O:15])[CH:11]([CH2:23][CH2:24][C:25]3[O:26][C:29]([CH3:30])=[N:28][N:27]=3)[CH2:10][CH2:9]2)=[CH:4][CH:3]=1, predict the reactants needed to synthesize it. (7) The reactants are: I[C:2]1[C:3](=[O:28])[NH:4][C:5](=[O:27])[N:6]([CH2:8][CH2:9][CH2:10][N:11]2[CH2:16][C@H:15]3[C@:13]([C:17]4[CH:22]=[CH:21][C:20]([C:23]([F:26])([F:25])[F:24])=[CH:19][CH:18]=4)([CH2:14]3)[CH2:12]2)[CH:7]=1.[CH3:29][O:30][C:31]1[C:36](B(O)O)=[CH:35][CH:34]=[CH:33][N:32]=1.[F-].[K+]. Given the product [CH3:29][O:30][C:31]1[C:36]([C:2]2[C:3](=[O:28])[NH:4][C:5](=[O:27])[N:6]([CH2:8][CH2:9][CH2:10][N:11]3[CH2:16][C@H:15]4[C@:13]([C:17]5[CH:22]=[CH:21][C:20]([C:23]([F:26])([F:25])[F:24])=[CH:19][CH:18]=5)([CH2:14]4)[CH2:12]3)[CH:7]=2)=[CH:35][CH:34]=[CH:33][N:32]=1, predict the reactants needed to synthesize it. (8) Given the product [CH3:28][C:17]1[CH:16]=[C:15]([C:12]2[N:11]=[C:10]([C:8]3[CH:7]=[C:6]([CH3:29])[N:5]=[C:4]([O:37][CH2:38][CH2:39][CH3:40])[N:9]=3)[O:14][N:13]=2)[CH:26]=[C:25]([CH3:27])[C:18]=1[O:19][CH2:20][CH:21]([OH:24])[CH2:22][OH:23], predict the reactants needed to synthesize it. The reactants are: C(N[C:4]1[N:9]=[C:8]([C:10]2[O:14][N:13]=[C:12]([C:15]3[CH:26]=[C:25]([CH3:27])[C:18]([O:19][CH2:20][CH:21]([OH:24])[CH2:22][OH:23])=[C:17]([CH3:28])[CH:16]=3)[N:11]=2)[CH:7]=[C:6]([CH3:29])[N:5]=1)C.CC1N=C([O:37][CH2:38][CH2:39][CH3:40])N=C(C(O)=O)C=1. (9) Given the product [NH:38]1[CH2:37][CH2:36][N:39]=[C:40]1[C:9]1[CH:8]=[CH:7][C:6]([NH:10][C:11](=[O:12])[NH:13][C:14]2[CH:19]=[CH:18][C:17]([S:20]([NH:21][CH2:22][C:23]3[CH:28]=[CH:27][C:26]([S:29](=[O:32])(=[O:31])[NH2:30])=[CH:25][CH:24]=3)(=[O:33])=[O:34])=[CH:16][CH:15]=2)=[CH:5][CH:4]=1, predict the reactants needed to synthesize it. The reactants are: COC(=N)[C:4]1[CH:9]=[CH:8][CH:7]=[C:6]([NH:10][C:11]([NH:13][C:14]2[CH:19]=[CH:18][C:17]([S:20](=[O:34])(=[O:33])[NH:21][CH2:22][C:23]3[CH:28]=[CH:27][C:26]([S:29](=[O:32])(=[O:31])[NH2:30])=[CH:25][CH:24]=3)=[CH:16][CH:15]=2)=[O:12])[CH:5]=1.[CH2:36]([NH2:39])[CH2:37][NH2:38].[CH2:40](O)C. (10) Given the product [C:15]([O:14][C:12](=[O:13])[NH:11][CH2:10][CH2:9][CH2:8][C:5]1[CH:4]=[CH:3][C:2]([F:1])=[CH:7][CH:6]=1)([CH3:18])([CH3:17])[CH3:16], predict the reactants needed to synthesize it. The reactants are: [F:1][C:2]1[CH:7]=[CH:6][C:5]([CH2:8][CH2:9][CH2:10][NH2:11])=[CH:4][CH:3]=1.[C:12](O[C:12]([O:14][C:15]([CH3:18])([CH3:17])[CH3:16])=[O:13])([O:14][C:15]([CH3:18])([CH3:17])[CH3:16])=[O:13].C([O-])(O)=O.[Na+].